From a dataset of Full USPTO retrosynthesis dataset with 1.9M reactions from patents (1976-2016). Predict the reactants needed to synthesize the given product. (1) Given the product [CH2:15]([S:12]([C:4]1[CH:5]=[CH:6][C:7]([N+:9]([O-:11])=[O:10])=[CH:8][C:3]=1[CH2:2][N:26]1[CH:25]=[CH:24][C:23]2[C:28](=[CH:29][C:20]([O:19][C:18]([F:32])([F:17])[F:31])=[CH:21][CH:22]=2)[C:27]1=[O:30])(=[O:14])=[O:13])[CH3:16], predict the reactants needed to synthesize it. The reactants are: Br[CH2:2][C:3]1[CH:8]=[C:7]([N+:9]([O-:11])=[O:10])[CH:6]=[CH:5][C:4]=1[S:12]([CH2:15][CH3:16])(=[O:14])=[O:13].[F:17][C:18]([F:32])([F:31])[O:19][C:20]1[CH:29]=[C:28]2[C:23]([CH:24]=[CH:25][NH:26][C:27]2=[O:30])=[CH:22][CH:21]=1. (2) Given the product [Br:30][CH2:16][CH2:15][C:11]1[CH:10]=[C:9]([NH:8][C:5]2[N:4]=[C:3]([NH:18][CH2:19][CH2:20][C:21]3[CH:22]=[C:23]([OH:27])[CH:24]=[CH:25][CH:26]=3)[C:2]([Cl:1])=[CH:7][N:6]=2)[CH:14]=[CH:13][CH:12]=1, predict the reactants needed to synthesize it. The reactants are: [Cl:1][C:2]1[C:3]([NH:18][CH2:19][CH2:20][C:21]2[CH:26]=[CH:25][CH:24]=[C:23]([O:27]C)[CH:22]=2)=[N:4][C:5]([NH:8][C:9]2[CH:10]=[C:11]([CH2:15][CH2:16]O)[CH:12]=[CH:13][CH:14]=2)=[N:6][CH:7]=1.B(Br)(Br)[Br:30].C([O-])(O)=O.[Na+]. (3) Given the product [NH4+:3].[OH-:42].[Cl:19][C:14]1[CH:13]=[C:12]([NH:11][C:10](=[NH:20])[NH:9][C:4]2[N:3]=[C:2]([NH:30][CH:27]3[CH2:28][CH2:29][N:24]([CH2:22][CH3:23])[CH2:25][CH2:26]3)[CH:7]=[C:6]([CH3:8])[N:5]=2)[CH:17]=[CH:16][C:15]=1[Cl:18], predict the reactants needed to synthesize it. The reactants are: Cl[C:2]1[CH:7]=[C:6]([CH3:8])[N:5]=[C:4]([NH:9][C:10](=[NH:20])[NH:11][C:12]2[CH:17]=[CH:16][C:15]([Cl:18])=[C:14]([Cl:19])[CH:13]=2)[N:3]=1.Cl.[CH2:22]([N:24]1[CH2:29][CH2:28][CH:27]([NH2:30])[CH2:26][CH2:25]1)[CH3:23].C(N(C(C)C)CC)(C)C.CC(N(C)C)=[O:42].